This data is from Full USPTO retrosynthesis dataset with 1.9M reactions from patents (1976-2016). The task is: Predict the reactants needed to synthesize the given product. (1) The reactants are: [C:1]1(=O)[C:11]2=[C:12]3[C:7](=[CH:8][CH:9]=[CH:10]2)[CH2:6][CH2:5][CH2:4][CH:3]3[CH2:2]1.Cl.[NH2:15][OH:16].C([O-])(=O)C.[Na+]. Given the product [C:1]1(=[N:15][OH:16])[C:11]2=[C:12]3[C:7](=[CH:8][CH:9]=[CH:10]2)[CH2:6][CH2:5][CH2:4][CH:3]3[CH2:2]1, predict the reactants needed to synthesize it. (2) Given the product [C:32]([NH:24]/[C:23](=[C:21](/[N:20]([CH3:30])[CH3:19])\[CH3:22])/[C:27]([O:26][CH2:25][CH3:29])=[O:28])(=[O:31])[CH3:33], predict the reactants needed to synthesize it. The reactants are: N1C=CN=C1.C(NCC(O)=O)(=O)C.P(Cl)(Cl)(Cl)=O.[CH3:19][N:20]([CH3:30])/[C:21](=[C:23]1/[N:24]=[C:25]([CH3:29])[O:26][C:27]/1=[O:28])/[CH3:22].[O-:31][CH2:32][CH3:33]. (3) Given the product [N:24]1[S:28][N:27]=[C:26]2[CH:29]=[C:30]([CH2:33][NH:34][C:19]([C:17]3[S:16][C:11]4[N:10]([C:9](=[O:22])[N:8]([CH2:1][C:2]5[CH:7]=[CH:6][CH:5]=[CH:4][CH:3]=5)[C:13](=[O:14])[C:12]=4[CH3:15])[CH:18]=3)=[O:20])[CH:31]=[CH:32][C:25]=12, predict the reactants needed to synthesize it. The reactants are: [CH2:1]([N:8]1[C:13](=[O:14])[C:12]([CH3:15])=[C:11]2[S:16][C:17]([C:19](O)=[O:20])=[CH:18][N:10]2[C:9]1=[O:22])[C:2]1[CH:7]=[CH:6][CH:5]=[CH:4][CH:3]=1.Cl.[N:24]1[S:28][N:27]=[C:26]2[CH:29]=[C:30]([CH2:33][NH2:34])[CH:31]=[CH:32][C:25]=12.O.ON1C2C=CC=CC=2N=N1.Cl.CN(C)CCCN=C=NCC. (4) Given the product [NH:20]([C:2]1[CH:7]=[CH:6][C:5]([S:8]([CH3:11])(=[O:10])=[O:9])=[CH:4][N:3]=1)[NH2:21], predict the reactants needed to synthesize it. The reactants are: Br[C:2]1[CH:7]=[CH:6][C:5]([S:8]([CH3:11])(=[O:10])=[O:9])=[CH:4][N:3]=1.C(N(CC)CC)C.O.[NH2:20][NH2:21]. (5) Given the product [C:1]([O:4][CH2:5][C@@H:6]([OH:27])[C@@H:7]([C:20]([O:22][C:23]([CH3:26])([CH3:25])[CH3:24])=[O:21])[CH2:8][C:9]1[CH:19]=[CH:18][C:12]2[O:13][C:14]([CH3:16])([CH3:17])[O:15][C:11]=2[CH:10]=1)(=[O:3])[CH3:2], predict the reactants needed to synthesize it. The reactants are: [C:1]([O:4][CH2:5][C:6](=[O:27])[C@@H:7]([C:20]([O:22][C:23]([CH3:26])([CH3:25])[CH3:24])=[O:21])[CH2:8][C:9]1[CH:19]=[CH:18][C:12]2[O:13][C:14]([CH3:17])([CH3:16])[O:15][C:11]=2[CH:10]=1)(=[O:3])[CH3:2].[Li].CC([O-])(C)C.CC([O-])(C)C.CC([O-])(C)C.[Al+3]. (6) Given the product [CH3:2][C:3]1[O:8][C:7](=[O:9])[C:6]2[CH:10]=[CH:11][C:12](/[CH:14]=[CH:15]/[CH:16]3[CH2:21][CH2:20][N:19]([C:34](=[O:35])[CH2:33][C:30]4[CH:29]=[CH:28][C:27]([N:22]5[CH:26]=[N:25][N:24]=[N:23]5)=[CH:32][CH:31]=4)[CH2:18][CH2:17]3)=[CH:13][C:5]=2[N:4]=1, predict the reactants needed to synthesize it. The reactants are: [Cl-].[CH3:2][C:3]1[O:8][C:7](=[O:9])[C:6]2[CH:10]=[CH:11][C:12](/[CH:14]=[CH:15]/[CH:16]3[CH2:21][CH2:20][NH2+:19][CH2:18][CH2:17]3)=[CH:13][C:5]=2[N:4]=1.[N:22]1([C:27]2[CH:32]=[CH:31][C:30]([CH2:33][C:34](O)=[O:35])=[CH:29][CH:28]=2)[CH:26]=[N:25][N:24]=[N:23]1. (7) Given the product [C:18]1([C:2]2[CH:7]=[CH:6][CH:5]=[CH:4][C:3]=2[N+:8]([O-:10])=[O:9])[CH2:22][CH2:21][CH2:20][CH:19]=1, predict the reactants needed to synthesize it. The reactants are: Cl[C:2]1[CH:7]=[CH:6][CH:5]=[CH:4][C:3]=1[N+:8]([O-:10])=[O:9].C(=O)([O-])[O-].[Na+].[Na+].O.[C:18]1(B2OC(C)(C)C(C)(C)O2)[CH2:22][CH2:21][CH2:20][CH:19]=1. (8) The reactants are: [F:1][C:2]1[C:7]([F:8])=[CH:6][CH:5]=[CH:4][C:3]=1[C:9]1[N:41]=[C:12]2[CH:13]=[N:14][N:15]([CH:17]([C:22]3[O:26][N:25]=[C:24]([C:27]4[CH:32]=[CH:31][C:30]([O:33][CH2:34][CH2:35][CH3:36])=[CH:29][C:28]=4[C:37]([F:40])([F:39])[F:38])[CH:23]=3)[C:18](OC)=[O:19])[CH:16]=[C:11]2[N:10]=1.C(=O)([O-])[O-].[K+].[K+].CC(O)=O.[CH:52]([OH:55])([CH3:54])[CH3:53]. Given the product [F:1][C:2]1[C:7]([F:8])=[CH:6][CH:5]=[CH:4][C:3]=1[C:9]1[N:41]=[C:12]2[CH:13]=[N:14][N:15]([CH:17]([C:22]3[O:26][N:25]=[C:24]([C:27]4[CH:32]=[CH:31][C:30]([O:33][CH2:34][CH2:35][CH3:36])=[CH:29][C:28]=4[C:37]([F:39])([F:38])[F:40])[CH:23]=3)[C:18]([O:55][CH:52]([CH3:54])[CH3:53])=[O:19])[CH:16]=[C:11]2[N:10]=1, predict the reactants needed to synthesize it.